This data is from Reaction yield outcomes from USPTO patents with 853,638 reactions. The task is: Predict the reaction yield, written as a fraction of the theoretical maximum amount of product (1.0 means a 100% yield; for example, 0.34 means a 34% yield). (1) The reactants are [Cl:1][C:2]1[C:3]([C:15]2[C:20]([CH3:21])=[CH:19][C:18]([CH3:22])=[CH:17][N:16]=2)=[N:4][C:5]([N:8]2[CH2:13][CH2:12][CH:11]([NH2:14])[CH2:10][CH2:9]2)=[CH:6][CH:7]=1.[OH:23][CH2:24][C:25](O)=[O:26].CN1CCOCC1.C1C=CC2N(O)N=NC=2C=1.CCN=C=NCCCN(C)C. The catalyst is CN(C=O)C.O. The product is [Cl:1][C:2]1[C:3]([C:15]2[C:20]([CH3:21])=[CH:19][C:18]([CH3:22])=[CH:17][N:16]=2)=[N:4][C:5]([N:8]2[CH2:13][CH2:12][CH:11]([NH:14][C:24](=[O:23])[CH2:25][OH:26])[CH2:10][CH2:9]2)=[CH:6][CH:7]=1. The yield is 0.470. (2) The reactants are I[CH2:2][C@@H:3]([CH3:16])[CH2:4][N:5]1[C:10]2[CH:11]=[CH:12][CH:13]=[CH:14][C:9]=2[O:8][CH2:7][C:6]1=[O:15].[Cl-].[CH2:18]([O:20][N:21]=[C:22]1[CH2:28][CH:27]2[NH2+:29][CH:24]([CH2:25][CH2:26]2)[CH2:23]1)[CH3:19].C([O-])([O-])=O.[K+].[K+].O. The catalyst is CN(C=O)C. The product is [CH2:18]([O:20][N:21]=[C:22]1[CH2:28][CH:27]2[N:29]([CH2:2][C@@H:3]([CH3:16])[CH2:4][N:5]3[C:10]4[CH:11]=[CH:12][CH:13]=[CH:14][C:9]=4[O:8][CH2:7][C:6]3=[O:15])[CH:24]([CH2:25][CH2:26]2)[CH2:23]1)[CH3:19]. The yield is 0.240. (3) The reactants are [CH3:1][N:2]([C:6]1[CH:11]=[CH:10][C:9]([NH:12][CH2:13][CH:14]2[CH2:19][CH2:18][O:17][CH2:16][CH2:15]2)=[C:8]([N+:20]([O-])=O)[CH:7]=1)[C:3](=[O:5])[CH3:4]. The catalyst is C(OCC)(=O)C.[Pd]. The product is [NH2:20][C:8]1[CH:7]=[C:6]([N:2]([CH3:1])[C:3](=[O:5])[CH3:4])[CH:11]=[CH:10][C:9]=1[NH:12][CH2:13][CH:14]1[CH2:15][CH2:16][O:17][CH2:18][CH2:19]1. The yield is 1.00. (4) The product is [F:1][C:2]1[C:3]([C:10]#[N:11])=[N:4][CH:5]=[C:6]([F:9])[C:7]=1[C:17]1[CH:18]=[N:19][C:14]([C:13]([F:24])([F:23])[F:12])=[CH:15][CH:16]=1. The catalyst is O.C1C=CC(P(C2C=CC=CC=2)[C-]2C=CC=C2)=CC=1.C1C=CC(P(C2C=CC=CC=2)[C-]2C=CC=C2)=CC=1.Cl[Pd]Cl.[Fe+2].C1(C)C=CC=CC=1. The yield is 0.320. The reactants are [F:1][C:2]1[C:3]([C:10]#[N:11])=[N:4][CH:5]=[C:6]([F:9])[C:7]=1I.[F:12][C:13]([F:24])([F:23])[C:14]1[N:19]=[CH:18][C:17](B(O)O)=[CH:16][CH:15]=1.C(Cl)Cl.C(=O)([O-])[O-].[Na+].[Na+]. (5) The reactants are [N:1]([C:4]1[CH:9]=[CH:8][N:7]=[CH:6][C:5]=1[S:10]([NH2:13])(=[O:12])=[O:11])=[N+]=[N-].[BH4-].[Na+]. The catalyst is CO. The product is [NH2:1][C:4]1[CH:9]=[CH:8][N:7]=[CH:6][C:5]=1[S:10]([NH2:13])(=[O:12])=[O:11]. The yield is 0.550.